This data is from Forward reaction prediction with 1.9M reactions from USPTO patents (1976-2016). The task is: Predict the product of the given reaction. (1) Given the reactants Cl.Cl.Cl.[O:4]1[C:8]2[CH:9]=[CH:10][CH:11]=[C:12]([N:13]3[CH2:18][CH2:17][N:16]([CH2:19][CH2:20][C@H:21]4[CH2:26][CH2:25][C@H:24]([NH2:27])[CH2:23][CH2:22]4)[CH2:15][CH2:14]3)[C:7]=2[O:6][CH2:5]1.[C:28](O)(=[O:32])[CH2:29][CH2:30][CH3:31], predict the reaction product. The product is: [O:4]1[C:8]2[CH:9]=[CH:10][CH:11]=[C:12]([N:13]3[CH2:18][CH2:17][N:16]([CH2:19][CH2:20][C@H:21]4[CH2:26][CH2:25][C@H:24]([NH:27][C:28](=[O:32])[CH2:29][CH2:30][CH3:31])[CH2:23][CH2:22]4)[CH2:15][CH2:14]3)[C:7]=2[O:6][CH2:5]1. (2) Given the reactants Cl[C:2]1[CH:7]=[C:6]([C:8]2[N:13]=[C:12]([C:14]([F:17])([F:16])[F:15])[CH:11]=[C:10]([C:18]3[CH:23]=[CH:22][C:21]([C:24]([F:27])([F:26])[F:25])=[CH:20][CH:19]=3)[N:9]=2)[CH:5]=[CH:4][N:3]=1.[CH3:28][S:29]([C:32]1[CH:33]=[C:34](B(O)O)[CH:35]=[CH:36][CH:37]=1)(=[O:31])=[O:30], predict the reaction product. The product is: [CH3:28][S:29]([C:32]1[CH:37]=[C:36]([C:2]2[CH:7]=[C:6]([C:8]3[N:13]=[C:12]([C:14]([F:17])([F:16])[F:15])[CH:11]=[C:10]([C:18]4[CH:23]=[CH:22][C:21]([C:24]([F:27])([F:26])[F:25])=[CH:20][CH:19]=4)[N:9]=3)[CH:5]=[CH:4][N:3]=2)[CH:35]=[CH:34][CH:33]=1)(=[O:31])=[O:30]. (3) Given the reactants [C:1]1(C)[CH:6]=CC(S(O)(=O)=O)=C[CH:2]=1.CC(C)=O.[O:16]=[C:17]1[NH:21][C@H:20]2[CH2:22][S:23][C:24](=[CH:25][CH2:26][CH2:27][CH2:28][C:29]([O:31][CH2:32][C:33]([CH2:37][OH:38])([CH3:36])[CH2:34][OH:35])=[O:30])[C@H:19]2[O:18]1.COC(OC)(C)C, predict the reaction product. The product is: [O:16]=[C:17]1[NH:21][C@H:20]2[CH2:22][S:23][C:24](=[CH:25][CH2:26][CH2:27][CH2:28][C:29]([O:31][CH2:32][C:33]3([CH3:36])[CH2:37][O:38][C:1]([CH3:6])([CH3:2])[O:35][CH2:34]3)=[O:30])[C@H:19]2[O:18]1. (4) Given the reactants [Cl-].[Al+3].[Cl-].[Cl-].CC(C)CC([O:10][C:11]1[CH2:16][C:15]([CH3:18])([CH3:17])[CH2:14][C:13](=[O:19])[CH:12]=1)=O.Cl, predict the reaction product. The product is: [C:11]([OH:10])(=[C:12]1[C:11](=[O:10])[CH2:16][C:15]([CH3:17])([CH3:18])[CH2:14][C:13]1=[O:19])[CH2:16][CH:15]([CH3:17])[CH3:14].